Predict the reaction yield, written as a fraction of the theoretical maximum amount of product (1.0 means a 100% yield; for example, 0.34 means a 34% yield). From a dataset of Reaction yield outcomes from USPTO patents with 853,638 reactions. (1) The yield is 0.350. The catalyst is C1(C)C=CC=CC=1. The reactants are [Al].Br[C:3]1[CH:4]=[C:5]2[C:13](=[CH:14][CH:15]=1)[N:12]([CH2:16][CH2:17][CH:18]([CH3:25])[CH2:19][CH2:20][CH2:21][CH:22]([CH3:24])[CH3:23])[C:11]1[CH:10]=[C:9]([O:26][CH3:27])[C:8]([C:28]3[C:29]([O:52][CH3:53])=[CH:30][C:31]4[N:32]([CH2:42][CH2:43][CH:44]([CH3:51])[CH2:45][CH2:46][CH2:47][CH:48]([CH3:50])[CH3:49])[C:33]5[C:38]([C:39]=4[CH:40]=3)=[CH:37][C:36](Br)=[CH:35][CH:34]=5)=[CH:7][C:6]2=1.CC1(C)C(C)(C)OB([C:62]2[CH:67]=[CH:66][CH:65]=[CH:64][CH:63]=2)O1.C(=O)([O-])[O-].[K+].[K+]. The product is [CH3:25][CH:18]([CH2:19][CH2:20][CH2:21][CH:22]([CH3:23])[CH3:24])[CH2:17][CH2:16][N:12]1[C:11]2[CH:10]=[C:9]([O:26][CH3:27])[C:8]([C:28]3[C:29]([O:52][CH3:53])=[CH:30][C:31]4[N:32]([CH2:42][CH2:43][CH:44]([CH3:51])[CH2:45][CH2:46][CH2:47][CH:48]([CH3:50])[CH3:49])[C:33]5[C:38]([C:39]=4[CH:40]=3)=[CH:37][C:36]([C:3]3[CH:4]=[CH:5][CH:13]=[CH:14][CH:15]=3)=[CH:35][CH:34]=5)=[CH:7][C:6]=2[C:5]2[C:13]1=[CH:14][CH:15]=[C:3]([C:62]1[CH:63]=[CH:64][CH:65]=[CH:66][CH:67]=1)[CH:4]=2. (2) The reactants are C([O:3][C:4](=[O:29])[CH:5]([N:15]=C(C1C=CC=CC=1)C1C=CC=CC=1)[CH2:6][C:7]1[CH:12]=[CH:11][C:10]([Cl:13])=[CH:9][C:8]=1[CH3:14])C. The catalyst is Cl. The product is [NH2:15][CH:5]([CH2:6][C:7]1[CH:12]=[CH:11][C:10]([Cl:13])=[CH:9][C:8]=1[CH3:14])[C:4]([OH:29])=[O:3]. The yield is 0.720. (3) The reactants are [NH2:1][C:2]1[CH:3]=[C:4]2[C:9](=[CH:10][CH:11]=1)[CH:8]=[C:7]([C:12]([OH:14])=[O:13])[CH:6]=[CH:5]2.[Cl:15]N1C(=O)CCC1=O. The catalyst is C(Cl)(Cl)(Cl)Cl. The product is [NH2:1][C:2]1[C:3]([Cl:15])=[C:4]2[C:9](=[CH:10][CH:11]=1)[CH:8]=[C:7]([C:12]([OH:14])=[O:13])[CH:6]=[CH:5]2. The yield is 0.600. (4) The reactants are [Cl:1][C:2]1[C:3]([NH:15][C:16]([C:18]2[C:27]3[C:22](=[CH:23][CH:24]=[CH:25][CH:26]=3)[CH:21]=[CH:20][N:19]=2)=[O:17])=[CH:4][C:5]([F:14])=[C:6]([CH2:8][C:9]([O:11]CC)=[O:10])[CH:7]=1.[OH-].[Na+].Cl. The catalyst is C1COCC1. The product is [Cl:1][C:2]1[C:3]([NH:15][C:16]([C:18]2[C:27]3[C:22](=[CH:23][CH:24]=[CH:25][CH:26]=3)[CH:21]=[CH:20][N:19]=2)=[O:17])=[CH:4][C:5]([F:14])=[C:6]([CH2:8][C:9]([OH:11])=[O:10])[CH:7]=1. The yield is 0.910.